This data is from Full USPTO retrosynthesis dataset with 1.9M reactions from patents (1976-2016). The task is: Predict the reactants needed to synthesize the given product. (1) Given the product [NH:1]1[C:9]2[C:4](=[CH:5][CH:6]=[CH:7][CH:8]=2)[C:3]([C:25]([CH:21]2[C:22]([CH3:24])([CH3:23])[C:20]2([CH3:28])[CH3:19])=[O:26])=[CH:2]1.[CH3:19][C:20]1([CH3:28])[C:22]([CH3:24])([CH3:23])[CH:21]1[C:25]([N:1]1[C:9]2[C:4](=[CH:5][CH:6]=[CH:7][CH:8]=2)[CH:3]=[CH:2]1)=[O:26], predict the reactants needed to synthesize it. The reactants are: [NH:1]1[C:9]2[C:4](=[CH:5][CH:6]=[CH:7][CH:8]=2)[CH:3]=[CH:2]1.C([Mg]Br)C.O1CCCC1.[CH3:19][C:20]1([CH3:28])[C:22]([CH3:24])([CH3:23])[CH:21]1[C:25](Cl)=[O:26]. (2) The reactants are: [CH3:1]I.[H-].[Na+].[F:5][C:6]1[CH:7]=[C:8]([C:12]2[CH:20]=[C:19]3[C:15]([CH2:16][CH2:17][CH:18]3[NH:21][C:22]3[CH:23]=[C:24]([CH:33]=[CH:34][CH:35]=3)[O:25][CH2:26][C:27]([O:29][CH:30]([CH3:32])[CH3:31])=[O:28])=[CH:14][CH:13]=2)[CH:9]=[CH:10][CH:11]=1. Given the product [F:5][C:6]1[CH:7]=[C:8]([C:12]2[CH:20]=[C:19]3[C:15]([CH2:16][CH2:17][CH:18]3[N:21]([CH3:1])[C:22]3[CH:23]=[C:24]([CH:33]=[CH:34][CH:35]=3)[O:25][CH2:26][C:27]([O:29][CH:30]([CH3:31])[CH3:32])=[O:28])=[CH:14][CH:13]=2)[CH:9]=[CH:10][CH:11]=1, predict the reactants needed to synthesize it. (3) Given the product [N:6]1[O:7][N:8]=[C:4]2[CH:3]=[C:2]([NH2:12])[CH:10]=[CH:9][C:5]=12, predict the reactants needed to synthesize it. The reactants are: Br[C:2]1[CH:10]=[CH:9][C:5]2=[N:6][O:7][N:8]=[C:4]2[CH:3]=1.C[N:12]1C(=O)CCC1. (4) Given the product [C:57]([CH2:41][CH2:40][C:35]1[CH:36]=[CH:37][CH:38]=[CH:39][C:34]=1[O:33][CH2:32][CH2:31][O:30][CH:18]1[CH:17]([C:14]2[CH:13]=[CH:12][C:11]([O:10][CH2:9][CH2:8][CH2:7][O:6][CH2:5][C:4]3[CH:53]=[CH:54][CH:55]=[CH:56][C:3]=3[O:2][CH3:1])=[CH:16][CH:15]=2)[CH2:22][CH2:21][N:20]([C:23]([O:25][C:26]([CH3:27])([CH3:28])[CH3:29])=[O:24])[CH2:19]1)#[N:58], predict the reactants needed to synthesize it. The reactants are: [CH3:1][O:2][C:3]1[CH:56]=[CH:55][CH:54]=[CH:53][C:4]=1[CH2:5][O:6][CH2:7][CH2:8][CH2:9][O:10][C:11]1[CH:16]=[CH:15][C:14]([CH:17]2[CH2:22][CH2:21][N:20]([C:23]([O:25][C:26]([CH3:29])([CH3:28])[CH3:27])=[O:24])[CH2:19][CH:18]2[O:30][CH2:31][CH2:32][O:33][C:34]2[CH:39]=[CH:38][CH:37]=[CH:36][C:35]=2[CH2:40][CH2:41]OS(C2C=CC(C)=CC=2)(=O)=O)=[CH:13][CH:12]=1.[C-:57]#[N:58].[K+].